Dataset: Full USPTO retrosynthesis dataset with 1.9M reactions from patents (1976-2016). Task: Predict the reactants needed to synthesize the given product. (1) Given the product [C:1]([C:5]1[CH:9]=[C:8]([NH:10][C:20](=[O:21])[O:22][C:23]2[CH:28]=[CH:27][CH:26]=[CH:25][CH:24]=2)[N:7]([C:11]2[CH:16]=[CH:15][CH:14]=[CH:13][CH:12]=2)[N:6]=1)([CH3:4])([CH3:2])[CH3:3], predict the reactants needed to synthesize it. The reactants are: [C:1]([C:5]1[CH:9]=[C:8]([NH2:10])[N:7]([C:11]2[CH:16]=[CH:15][CH:14]=[CH:13][CH:12]=2)[N:6]=1)([CH3:4])([CH3:3])[CH3:2].[OH-].[Na+].Cl[C:20]([O:22][C:23]1[CH:28]=[CH:27][CH:26]=[CH:25][CH:24]=1)=[O:21]. (2) Given the product [C:8]([C:7]1[C:2]([NH:40][C:36]2[CH:35]=[C:34]3[C:39](=[CH:38][CH:37]=2)[N:31]([CH2:30][C:25]2[CH:26]=[CH:27][CH:28]=[CH:29][N:24]=2)[N:32]=[CH:33]3)=[C:3]2[C:16]3[CH2:15][CH2:14][N:13]([C:17]([O:19][C:20]([CH3:23])([CH3:22])[CH3:21])=[O:18])[CH2:12][C:11]=3[S:10][C:4]2=[N:5][CH:6]=1)#[N:9], predict the reactants needed to synthesize it. The reactants are: Cl[C:2]1[C:7]([C:8]#[N:9])=[CH:6][N:5]=[C:4]2[S:10][C:11]3[CH2:12][N:13]([C:17]([O:19][C:20]([CH3:23])([CH3:22])[CH3:21])=[O:18])[CH2:14][CH2:15][C:16]=3[C:3]=12.[N:24]1[CH:29]=[CH:28][CH:27]=[CH:26][C:25]=1[CH2:30][N:31]1[C:39]2[C:34](=[CH:35][C:36]([NH2:40])=[CH:37][CH:38]=2)[CH:33]=[N:32]1. (3) Given the product [F:8][C:9]1[CH:14]=[C:13]([F:15])[CH:12]=[CH:11][C:10]=1[C:16]1[N:17]=[C:18]2[N:22]([C:23]=1[C:24]1[CH:29]=[CH:28][C:27]3[N:26]([C:4]([CH2:3][C:2]([CH3:7])([OH:1])[CH3:6])=[N:31][N:30]=3)[N:25]=1)[CH:21]=[CH:20][O:19]2, predict the reactants needed to synthesize it. The reactants are: [OH:1][C:2]([CH3:7])([CH3:6])[CH2:3][CH:4]=O.[F:8][C:9]1[CH:14]=[C:13]([F:15])[CH:12]=[CH:11][C:10]=1[C:16]1[N:17]=[C:18]2[N:22]([C:23]=1[C:24]1[N:25]=[N:26][C:27]([NH:30][NH2:31])=[CH:28][CH:29]=1)[CH:21]=[CH:20][O:19]2.C(O)(=O)C.C(O)(=O)C.IC1C=CC=CC=1. (4) Given the product [C:1]([O:5][C:6]([NH:8][C@H:9]([C@@H:10]([OH:13])[C@@H:11]([OH:12])[CH2:24][CH:25]([CH3:27])[CH3:26])[CH2:17][C:18]1[CH:19]=[CH:20][CH:21]=[CH:22][CH:23]=1)=[O:7])([CH3:2])([CH3:3])[CH3:4], predict the reactants needed to synthesize it. The reactants are: [C:1]([O:5][C:6]([NH:8][C@@H:9]([CH2:17][C:18]1[CH:23]=[CH:22][CH:21]=[CH:20][CH:19]=1)[C@@H:10]([O:13]C(=O)C)[CH:11]=[O:12])=[O:7])([CH3:4])([CH3:3])[CH3:2].[CH2:24]([Mg]Cl)[CH:25]([CH3:27])[CH3:26]. (5) Given the product [CH3:32][O:31][C:26]1[CH:25]=[CH:30][C:29]([C:2]([CH3:1])([C:8](=[O:10])[CH3:9])[C:3]([O:5][CH2:6][CH3:7])=[O:4])=[CH:28][CH:27]=1, predict the reactants needed to synthesize it. The reactants are: [CH3:1][CH:2]([C:8](=[O:10])[CH3:9])[C:3]([O:5][CH2:6][CH3:7])=[O:4].F[B-](F)(F)F.[CH3:32][O:31][C:26]1[CH:27]=[CH:28][CH:29]=[CH:30][C:25]=1[I+][C:25]1[CH:30]=[CH:29][CH:28]=[CH:27][C:26]=1[O:31][CH3:32]. (6) Given the product [Br:4][C:5]1[S:9][C:8]([CH2:10][NH:13][CH3:12])=[CH:7][CH:6]=1, predict the reactants needed to synthesize it. The reactants are: Cl.CN.[Br:4][C:5]1[S:9][C:8]([CH:10]=O)=[CH:7][CH:6]=1.[C:12]([BH3-])#[N:13].[Na+].CCCCCCC.ClCCl.